Predict which catalyst facilitates the given reaction. From a dataset of Catalyst prediction with 721,799 reactions and 888 catalyst types from USPTO. (1) Reactant: [CH2:1]([O:3][C:4]1[CH:9]=[CH:8][CH:7]=[CH:6][C:5]=1[C:10]1[N:15]=[CH:14][N:13]=[C:12]([NH:16][C:17]([CH:19]2[CH2:24][CH2:23][NH:22][CH2:21][CH2:20]2)=[O:18])[CH:11]=1)[CH3:2].C(=O)([O-])[O-].[K+].[K+].[CH2:31](Br)[C:32]1[CH:37]=[CH:36][CH:35]=[CH:34][CH:33]=1. Product: [CH2:1]([O:3][C:4]1[CH:9]=[CH:8][CH:7]=[CH:6][C:5]=1[C:10]1[N:15]=[CH:14][N:13]=[C:12]([NH:16][C:17]([CH:19]2[CH2:24][CH2:23][N:22]([CH2:31][C:32]3[CH:37]=[CH:36][CH:35]=[CH:34][CH:33]=3)[CH2:21][CH2:20]2)=[O:18])[CH:11]=1)[CH3:2]. The catalyst class is: 3. (2) Reactant: [F:1][C:2]1[CH:7]=[C:6]([N+:8]([O-:10])=[O:9])[CH:5]=[CH:4][C:3]=1[CH2:11][OH:12]. Product: [F:1][C:2]1[CH:7]=[C:6]([N+:8]([O-:10])=[O:9])[CH:5]=[CH:4][C:3]=1[CH:11]=[O:12]. The catalyst class is: 4.